From a dataset of Catalyst prediction with 721,799 reactions and 888 catalyst types from USPTO. Predict which catalyst facilitates the given reaction. (1) Reactant: [NH2:1][C:2]1[CH:12]=[CH:11][CH:10]=[CH:9][C:3]=1[C:4]([O:6][CH2:7][CH3:8])=[O:5].[N:13]1[CH:18]=[CH:17][C:16]([CH:19]=O)=[CH:15][CH:14]=1.[BH3-]C#N.[Na+]. Product: [N:13]1[CH:18]=[CH:17][C:16]([CH2:19][NH:1][C:2]2[CH:12]=[CH:11][CH:10]=[CH:9][C:3]=2[C:4]([O:6][CH2:7][CH3:8])=[O:5])=[CH:15][CH:14]=1. The catalyst class is: 5. (2) Reactant: C(P(C(C)(C)C)C(C)(C)C)(C)(C)C.Cl[C:15]1[CH:16]=[CH:17][C:18]2[N:22]=[CH:21][N:20]([S:23](=[O:28])(=[O:27])[N:24]([CH3:26])[CH3:25])[C:19]=2[CH:29]=1.C1(CNCC2CCCCC2)CCCCC1.[CH2:45]=[CH:46][C:47]1[CH:52]=[CH:51][CH:50]=[CH:49][CH:48]=1. Product: [CH:45]([C:15]1[CH:16]=[CH:17][C:18]2[N:22]=[CH:21][N:20]([S:23](=[O:28])(=[O:27])[N:24]([CH3:26])[CH3:25])[C:19]=2[CH:29]=1)=[CH:46][C:47]1[CH:52]=[CH:51][CH:50]=[CH:49][CH:48]=1. The catalyst class is: 102. (3) Reactant: BrC1N2C=CN=C2C([NH:11][C:12]2[CH:17]=[CH:16][C:15]([O:18][CH2:19][CH:20]3[CH2:25][CH2:24][N:23]([CH3:26])[CH2:22][CH2:21]3)=[CH:14][CH:13]=2)=NC=1.FC1C=C(B2OC(C)(C)C(C)(C)O2)C=CC=1C(N)=O.C([O-])([O-])=O.[Na+].[Na+]. Product: [CH3:26][N:23]1[CH2:24][CH2:25][CH:20]([CH2:19][O:18][C:15]2[CH:14]=[CH:13][C:12]([NH2:11])=[CH:17][CH:16]=2)[CH2:21][CH2:22]1. The catalyst class is: 77.